This data is from NCI-60 drug combinations with 297,098 pairs across 59 cell lines. The task is: Regression. Given two drug SMILES strings and cell line genomic features, predict the synergy score measuring deviation from expected non-interaction effect. (1) Drug 1: CC1=C2C(C(=O)C3(C(CC4C(C3C(C(C2(C)C)(CC1OC(=O)C(C(C5=CC=CC=C5)NC(=O)C6=CC=CC=C6)O)O)OC(=O)C7=CC=CC=C7)(CO4)OC(=O)C)O)C)OC(=O)C. Drug 2: C1C(C(OC1N2C=NC3=C2NC=NCC3O)CO)O. Cell line: HCT-15. Synergy scores: CSS=9.05, Synergy_ZIP=2.36, Synergy_Bliss=4.89, Synergy_Loewe=10.3, Synergy_HSA=9.26. (2) Drug 1: CC1=CC2C(CCC3(C2CCC3(C(=O)C)OC(=O)C)C)C4(C1=CC(=O)CC4)C. Drug 2: CCCCCOC(=O)NC1=NC(=O)N(C=C1F)C2C(C(C(O2)C)O)O. Cell line: EKVX. Synergy scores: CSS=-5.02, Synergy_ZIP=4.16, Synergy_Bliss=-6.65, Synergy_Loewe=-10.3, Synergy_HSA=-9.41. (3) Drug 2: B(C(CC(C)C)NC(=O)C(CC1=CC=CC=C1)NC(=O)C2=NC=CN=C2)(O)O. Synergy scores: CSS=45.6, Synergy_ZIP=20.9, Synergy_Bliss=18.7, Synergy_Loewe=0.225, Synergy_HSA=12.0. Drug 1: CS(=O)(=O)C1=CC(=C(C=C1)C(=O)NC2=CC(=C(C=C2)Cl)C3=CC=CC=N3)Cl. Cell line: RPMI-8226. (4) Drug 1: C1CN(CCN1C(=O)CCBr)C(=O)CCBr. Drug 2: C1CN(P(=O)(OC1)NCCCl)CCCl. Cell line: OVCAR-4. Synergy scores: CSS=-1.93, Synergy_ZIP=1.79, Synergy_Bliss=3.08, Synergy_Loewe=-4.28, Synergy_HSA=-4.09. (5) Drug 1: CC1=C2C(C(=O)C3(C(CC4C(C3C(C(C2(C)C)(CC1OC(=O)C(C(C5=CC=CC=C5)NC(=O)C6=CC=CC=C6)O)O)OC(=O)C7=CC=CC=C7)(CO4)OC(=O)C)O)C)OC(=O)C. Drug 2: CCC1(CC2CC(C3=C(CCN(C2)C1)C4=CC=CC=C4N3)(C5=C(C=C6C(=C5)C78CCN9C7C(C=CC9)(C(C(C8N6C)(C(=O)OC)O)OC(=O)C)CC)OC)C(=O)OC)O.OS(=O)(=O)O. Cell line: HCT-15. Synergy scores: CSS=-2.41, Synergy_ZIP=1.65, Synergy_Bliss=1.89, Synergy_Loewe=-2.98, Synergy_HSA=-3.44. (6) Drug 1: C1=CN(C(=O)N=C1N)C2C(C(C(O2)CO)O)O.Cl. Drug 2: C1=NC2=C(N=C(N=C2N1C3C(C(C(O3)CO)O)O)F)N. Cell line: SK-MEL-28. Synergy scores: CSS=32.6, Synergy_ZIP=-7.65, Synergy_Bliss=-0.0288, Synergy_Loewe=-27.2, Synergy_HSA=0.593.